Dataset: Full USPTO retrosynthesis dataset with 1.9M reactions from patents (1976-2016). Task: Predict the reactants needed to synthesize the given product. (1) Given the product [Cl:11][C:12]1[CH:17]=[C:16]2[C:15](=[CH:14][CH:13]=1)[N:18]([CH2:20][C:21]([N:23]1[CH2:28][CH2:27][CH:26]([CH3:29])[CH2:25][CH2:24]1)=[O:22])[C:57]1[CH2:56][N:55]([CH3:53])[CH2:60][CH2:59][C:58]2=1, predict the reactants needed to synthesize it. The reactants are: Cl.ClC1C=CC(NN)=CC=1.[Cl:11][C:12]1[CH:17]=[CH:16][C:15]([N:18]([CH2:20][C:21]([N:23]2[CH2:28][CH2:27][CH:26]([CH3:29])[CH2:25][CH2:24]2)=[O:22])N)=[CH:14][CH:13]=1.C(OC(OCC)CCCNC)C.ClC1C=C2C(=CC=1)N(C[C:53]([N:55]1[CH2:60][CH2:59][CH:58](C)[CH2:57][CH2:56]1)=O)C=C2CCNC.C=O.C(O)(C(F)(F)F)=O. (2) Given the product [Cl:16][C:11]1[CH:10]=[C:9]([NH:8][C:6]2[CH:5]=[CH:4][N:3]=[C:2]([NH:30][C:27]3[CH:28]=[N:29][C:24]([N:21]4[CH2:22][CH2:23][N:18]([CH3:17])[CH2:19][CH2:20]4)=[CH:25][CH:26]=3)[N:7]=2)[CH:14]=[CH:13][C:12]=1[F:15], predict the reactants needed to synthesize it. The reactants are: Cl[C:2]1[N:7]=[C:6]([NH:8][C:9]2[CH:14]=[CH:13][C:12]([F:15])=[C:11]([Cl:16])[CH:10]=2)[CH:5]=[CH:4][N:3]=1.[CH3:17][N:18]1[CH2:23][CH2:22][N:21]([C:24]2[N:29]=[CH:28][C:27]([NH2:30])=[CH:26][CH:25]=2)[CH2:20][CH2:19]1.CO.C(Cl)Cl.[OH-].[Na+]. (3) Given the product [N:13]([C:14]1[CH:15]=[CH:16][C:17]([NH:20][C:21]([C:23]2[N:24]=[N:25][S:26][CH:27]=2)=[O:22])=[CH:18][CH:19]=1)=[C:1]=[S:2], predict the reactants needed to synthesize it. The reactants are: [C:1](N1C=CN=C1)(N1C=CN=C1)=[S:2].[NH2:13][C:14]1[CH:19]=[CH:18][C:17]([NH:20][C:21]([C:23]2[N:24]=[N:25][S:26][CH:27]=2)=[O:22])=[CH:16][CH:15]=1. (4) Given the product [O:1]1[C:5]2[CH:6]=[CH:7][CH:8]=[CH:9][C:4]=2[CH:3]=[C:2]1[C:10]1[C:18]2[C:13](=[CH:14][CH:15]=[C:16]([C:19]([NH:56][CH2:52][CH:53]([CH3:55])[CH3:54])=[O:20])[CH:17]=2)[NH:12][N:11]=1, predict the reactants needed to synthesize it. The reactants are: [O:1]1[C:5]2[CH:6]=[CH:7][CH:8]=[CH:9][C:4]=2[CH:3]=[C:2]1[C:10]1[C:18]2[C:13](=[CH:14][CH:15]=[C:16]([C:19](O)=[O:20])[CH:17]=2)[N:12](C2CCCCO2)[N:11]=1.F[P-](F)(F)(F)(F)F.N1(OC(N(C)C)=[N+](C)C)C2C=CC=CC=2N=N1.[CH2:52]([NH2:56])[CH:53]([CH3:55])[CH3:54]. (5) Given the product [F:1][C:2]1[C:7]([CH3:8])=[CH:6][C:5]2[S:10][C:11]([NH2:12])=[N:9][C:4]=2[CH:3]=1, predict the reactants needed to synthesize it. The reactants are: [F:1][C:2]1[CH:3]=[C:4]([NH2:9])[CH:5]=[CH:6][C:7]=1[CH3:8].[S:10](C#N)[C:11]#[N:12].[K].BrBr.[OH-].[NH4+]. (6) The reactants are: Cl.[F:2][C:3]([F:16])([F:15])[C:4]1[CH:5]=[C:6]([NH:10][C:11](=[O:14])[NH:12][NH2:13])[CH:7]=[CH:8][CH:9]=1.[O:17]=[C:18]1[C:26](=O)[C:25]2[C:20](=[CH:21][CH:22]=[C:23]([S:28][CH2:29][CH2:30][CH2:31][C:32]3[CH:40]=[CH:39][C:35]([C:36]([OH:38])=[O:37])=[CH:34][CH:33]=3)[CH:24]=2)[N:19]1[CH2:41][CH2:42][CH3:43]. Given the product [F:2][C:3]([F:15])([F:16])[C:4]1[CH:5]=[C:6]([CH:7]=[CH:8][CH:9]=1)[NH:10][C:11]([NH:12][N:13]=[C:26]1[C:25]2[C:20](=[CH:21][CH:22]=[C:23]([S:28][CH2:29][CH2:30][CH2:31][C:32]3[CH:33]=[CH:34][C:35]([C:36]([OH:38])=[O:37])=[CH:39][CH:40]=3)[CH:24]=2)[N:19]([CH2:41][CH2:42][CH3:43])[C:18]1=[O:17])=[O:14], predict the reactants needed to synthesize it. (7) The reactants are: C[O:2][CH2:3][C@@H:4]([O:6][C:7]1[CH:8]=[C:9]([C:24]2[NH:28][C:27]([C:29]3[O:30][CH2:31][C@@H:32]([C@H:34]([OH:36])[CH3:35])[N:33]=3)=[CH:26][CH:25]=2)[CH:10]=[C:11]([O:13][C:14]2[CH:19]=[N:18][C:17]([S:20]([CH3:23])(=[O:22])=[O:21])=[CH:16][N:15]=2)[CH:12]=1)[CH3:5].B(Br)(Br)Br.C(=O)([O-])O.[Na+]. Given the product [OH:36][C@@H:34]([C@@H:32]1[CH2:31][O:30][C:29]([C:27]2[NH:28][C:24]([C:9]3[CH:8]=[C:7]([CH:12]=[C:11]([O:13][C:14]4[CH:19]=[N:18][C:17]([S:20]([CH3:23])(=[O:22])=[O:21])=[CH:16][N:15]=4)[CH:10]=3)[O:6][C@@H:4]([CH3:5])[CH2:3][OH:2])=[CH:25][CH:26]=2)=[N:33]1)[CH3:35], predict the reactants needed to synthesize it. (8) Given the product [Cl:22][C:3]1[CH:4]=[C:5]([C:19]([NH2:21])=[O:20])[C:6]2[NH:7][C:8]3[C:13]([C:14]=2[C:2]=1[C:29]1[CH:28]=[CH:27][CH:26]=[C:25]([N:39]2[C:44](=[O:45])[CH:43]=[C:42]4[S:46][CH:47]=[CH:48][N:41]4[C:40]2=[O:49])[C:24]=1[CH3:23])=[CH:12][CH:11]=[C:10]([C:15]([OH:18])([CH3:17])[CH3:16])[CH:9]=3, predict the reactants needed to synthesize it. The reactants are: Br[C:2]1[C:14]2[C:13]3[C:8](=[CH:9][C:10]([C:15]([OH:18])([CH3:17])[CH3:16])=[CH:11][CH:12]=3)[NH:7][C:6]=2[C:5]([C:19]([NH2:21])=[O:20])=[CH:4][C:3]=1[Cl:22].[CH3:23][C:24]1[C:29](B2OC(C)(C)C(C)(C)O2)=[CH:28][CH:27]=[CH:26][C:25]=1[N:39]1[C:44](=[O:45])[CH:43]=[C:42]2[S:46][CH:47]=[CH:48][N:41]2[C:40]1=[O:49].C([O-])([O-])=O.[Cs+].[Cs+].